This data is from Full USPTO retrosynthesis dataset with 1.9M reactions from patents (1976-2016). The task is: Predict the reactants needed to synthesize the given product. (1) Given the product [Br:1][C:2]1[C:7](=[O:8])[N:6]([C:9]2[CH:10]=[C:11]([CH:15]=[CH:16][C:17]=2[CH3:18])[C:12]([NH:50][CH2:49][C:48]([NH:47][CH3:46])=[O:51])=[O:14])[C:5]([CH3:19])=[N:4][C:3]=1[O:20][CH2:21][C:22]1[CH:27]=[CH:26][C:25]([F:28])=[CH:24][C:23]=1[F:29], predict the reactants needed to synthesize it. The reactants are: [Br:1][C:2]1[C:7](=[O:8])[N:6]([C:9]2[CH:10]=[C:11]([CH:15]=[CH:16][C:17]=2[CH3:18])[C:12]([OH:14])=O)[C:5]([CH3:19])=[N:4][C:3]=1[O:20][CH2:21][C:22]1[CH:27]=[CH:26][C:25]([F:28])=[CH:24][C:23]=1[F:29].C(OC(Cl)=O)C(C)C.CN1CCOCC1.Cl.[CH3:46][NH:47][C:48](=[O:51])[CH2:49][NH2:50]. (2) Given the product [Cl:1][C:2]1[N:7]=[C:6]([NH:8][C:9](=[O:20])[C:10]2[CH:15]=[CH:14][C:13]([NH:22][CH3:21])=[C:12]([N+:17]([O-:19])=[O:18])[CH:11]=2)[CH:5]=[CH:4][CH:3]=1, predict the reactants needed to synthesize it. The reactants are: [Cl:1][C:2]1[N:7]=[C:6]([NH:8][C:9](=[O:20])[C:10]2[CH:15]=[CH:14][C:13](F)=[C:12]([N+:17]([O-:19])=[O:18])[CH:11]=2)[CH:5]=[CH:4][CH:3]=1.[CH3:21][NH2:22]. (3) Given the product [Cl-:37].[Cl:37][C:29]1[CH:28]=[C:27]([C:24]2[S:23][C:22]([C:4]3[C:3]([CH2:1][CH3:2])=[C:8]([CH:7]=[CH:6][CH:5]=3)[CH2:9][NH+:10]3[CH2:13][CH:12]([C:14]([O:16][CH3:17])=[O:15])[CH2:11]3)=[N:26][N:25]=2)[CH:32]=[CH:31][C:30]=1[O:33][CH:34]([CH3:35])[CH3:36], predict the reactants needed to synthesize it. The reactants are: [CH2:1]([C:3]1[C:8]([CH2:9][N:10]2[CH2:13][CH:12]([C:14]([O:16][CH3:17])=[O:15])[CH2:11]2)=[CH:7][CH:6]=[CH:5][C:4]=1B(O)O)[CH3:2].Br[C:22]1[S:23][C:24]([C:27]2[CH:32]=[CH:31][C:30]([O:33][CH:34]([CH3:36])[CH3:35])=[C:29]([Cl:37])[CH:28]=2)=[N:25][N:26]=1.C(=O)([O-])[O-].[K+].[K+].CC(C1C=C(C(C)C)C(C2C=CC=CC=2P(C2CCCCC2)C2CCCCC2)=C(C(C)C)C=1)C.B(O)O. (4) Given the product [CH2:19]([N:17]1[CH:18]=[C:14]([C:9]2[CH:8]=[C:7]([O:26][CH2:27][CH2:28][C@@H:29]3[NH:43][C:42](=[O:44])[N:41]([CH3:45])[CH2:40][CH2:39][CH2:38][CH2:37][CH:36]=[CH:35][C@H:34]4[C@@:32]([C:46]([OH:48])=[O:47])([CH2:33]4)[NH:31][C:30]3=[O:51])[C:6]3[C:11](=[C:12]([CH3:13])[C:3]([O:2][CH3:1])=[CH:4][CH:5]=3)[N:10]=2)[CH:15]=[N:16]1)[C:20]1[CH:21]=[CH:22][CH:23]=[CH:24][CH:25]=1, predict the reactants needed to synthesize it. The reactants are: [CH3:1][O:2][C:3]1[C:12]([CH3:13])=[C:11]2[C:6]([C:7]([O:26][CH2:27][CH2:28][C@@H:29]3[NH:43][C:42](=[O:44])[N:41]([CH3:45])[CH2:40][CH2:39][CH2:38][CH2:37][CH:36]=[CH:35][C@H:34]4[C@@:32]([C:46]([O:48]CC)=[O:47])([CH2:33]4)[NH:31][C:30]3=[O:51])=[CH:8][C:9]([C:14]3[CH:15]=[N:16][N:17]([CH2:19][C:20]4[CH:25]=[CH:24][CH:23]=[CH:22][CH:21]=4)[CH:18]=3)=[N:10]2)=[CH:5][CH:4]=1.C(C1N=C(C2C=C(OCC[C@@H]3NC(=O)N(C)CCCCC=C[C@H]4[C@@](C(O)=O)(C4)NC3=O)C3C(=C(C)C(OC)=CC=3)N=2)SC=1)(C)C. (5) Given the product [CH3:1][O:2][C:3]([C:5]1[S:9][C:8]([N:10]2[CH2:11][CH2:12][N:13]([S:23]([C:20]3[CH:21]=[CH:22][C:17]([CH3:16])=[CH:18][CH:19]=3)(=[O:25])=[O:24])[CH2:14][CH2:15]2)=[N:7][CH:6]=1)=[O:4], predict the reactants needed to synthesize it. The reactants are: [CH3:1][O:2][C:3]([C:5]1[S:9][C:8]([N:10]2[CH2:15][CH2:14][NH:13][CH2:12][CH2:11]2)=[N:7][CH:6]=1)=[O:4].[CH3:16][C:17]1[CH:22]=[CH:21][C:20]([S:23](Cl)(=[O:25])=[O:24])=[CH:19][CH:18]=1.C(N(CC)CC)C.O.